This data is from Ames mutagenicity test results for genotoxicity prediction. The task is: Regression/Classification. Given a drug SMILES string, predict its toxicity properties. Task type varies by dataset: regression for continuous values (e.g., LD50, hERG inhibition percentage) or binary classification for toxic/non-toxic outcomes (e.g., AMES mutagenicity, cardiotoxicity, hepatotoxicity). Dataset: ames. (1) The molecule is O=[N+]([O-])c1ccc2nc3c([N+](=O)[O-])cccc3nc2c1. The result is 1 (mutagenic). (2) The drug is CCCCCCCCCCCCCCCCCC1=NCCN1CCO. The result is 0 (non-mutagenic). (3) The compound is OC1C=Cc2c(ccc3cc4c5c(ccc4cc23)C(O)C(O)C=C5)C1O. The result is 0 (non-mutagenic). (4) The molecule is CC1(C)CCC2(C(=O)O)CCC3(C)C(=CCC4C5(C)CC(O)C(O)C(C)(C(=O)O)C5CCC43C)C2C1. The result is 0 (non-mutagenic). (5) The molecule is CC1CCOS(=O)(=O)O1. The result is 1 (mutagenic).